The task is: Predict the product of the given reaction.. This data is from Forward reaction prediction with 1.9M reactions from USPTO patents (1976-2016). (1) Given the reactants [NH2:1][C:2]1[CH:7]=[C:6]([N:8]2[CH2:13][CH2:12][N:11]([CH3:14])[CH2:10][CH2:9]2)[N:5]=[C:4]([C:15]2[CH:16]=[C:17]([CH:26]=[CH:27][CH:28]=2)[O:18][CH2:19][C:20]([NH:22][CH:23]([CH3:25])[CH3:24])=[O:21])[N:3]=1.I[C:30]1[CH:35]=[CH:34][N:33]=[CH:32][CH:31]=1.CC(C1C=C(C(C)C)C(C2C=CC=CC=2P(C2CCCCC2)C2CCCCC2)=C(C(C)C)C=1)C.C([O-])([O-])=O.[Cs+].[Cs+], predict the reaction product. The product is: [CH:23]([NH:22][C:20](=[O:21])[CH2:19][O:18][C:17]1[CH:26]=[CH:27][CH:28]=[C:15]([C:4]2[N:5]=[C:6]([N:8]3[CH2:9][CH2:10][N:11]([CH3:14])[CH2:12][CH2:13]3)[CH:7]=[C:2]([NH:1][C:30]3[CH:35]=[CH:34][N:33]=[CH:32][CH:31]=3)[N:3]=2)[CH:16]=1)([CH3:24])[CH3:25]. (2) Given the reactants [Br:1][C:2]1[CH:18]=[C:17]([CH:19]2[C:28]3[C:27](=[O:29])[CH2:26][CH:25]([C:30]4[CH:35]=[CH:34][CH:33]=[CH:32][CH:31]=4)[CH2:24][C:23]=3[NH:22][C:21]([CH3:36])=[C:20]2[C:37]#[N:38])[CH:16]=[C:15]([O:39][CH3:40])[C:3]=1[O:4][CH2:5][C:6]1[CH:7]=[C:8]([CH:12]=[CH:13][CH:14]=1)[C:9](O)=[O:10].CCN=C=NCCCN(C)C.CCN(C(C)C)C(C)C.[S:61]1[CH:65]=[CH:64][CH:63]=[C:62]1[CH2:66][NH2:67], predict the reaction product. The product is: [Br:1][C:2]1[CH:18]=[C:17]([CH:19]2[C:28]3[C:27](=[O:29])[CH2:26][CH:25]([C:30]4[CH:35]=[CH:34][CH:33]=[CH:32][CH:31]=4)[CH2:24][C:23]=3[NH:22][C:21]([CH3:36])=[C:20]2[C:37]#[N:38])[CH:16]=[C:15]([O:39][CH3:40])[C:3]=1[O:4][CH2:5][C:6]1[CH:7]=[C:8]([CH:12]=[CH:13][CH:14]=1)[C:9]([NH:67][CH2:66][C:62]1[S:61][CH:65]=[CH:64][CH:63]=1)=[O:10]. (3) Given the reactants Br[C:2]1[C:3]([NH:14][C:15]2[C:24]3[C:19](=[CH:20][C:21]([F:26])=[CH:22][C:23]=3[F:25])[N:18]=[C:17]([C:27]3[CH:32]=[CH:31][CH:30]=[CH:29][N:28]=3)[C:16]=2[CH3:33])=[CH:4][C:5]([N:8]2[CH2:13][CH2:12][O:11][CH2:10][CH2:9]2)=[N:6][CH:7]=1.CC1(C)C(C)(C)OB([C:42]2[CH:43]=[N:44][C:45]([C:48]#[N:49])=[N:46][CH:47]=2)O1.C1(P(C2CCCCC2)C2CCCCC2)CCCCC1.[O-]P([O-])([O-])=O.[K+].[K+].[K+], predict the reaction product. The product is: [F:25][C:23]1[CH:22]=[C:21]([F:26])[CH:20]=[C:19]2[C:24]=1[C:15]([NH:14][C:3]1[CH:4]=[C:5]([N:8]3[CH2:13][CH2:12][O:11][CH2:10][CH2:9]3)[N:6]=[CH:7][C:2]=1[C:42]1[CH:43]=[N:44][C:45]([C:48]#[N:49])=[N:46][CH:47]=1)=[C:16]([CH3:33])[C:17]([C:27]1[CH:32]=[CH:31][CH:30]=[CH:29][N:28]=1)=[N:18]2. (4) Given the reactants Br[CH2:2][CH2:3][CH2:4][CH2:5][N:6]1[C:10]2[CH:11]=[CH:12][CH:13]=[CH:14][C:9]=2[N:8]([C:15]2[C:20]([F:21])=[CH:19][CH:18]=[CH:17][C:16]=2[F:22])[S:7]1(=[O:24])=[O:23].[CH2:25]([NH2:27])[CH3:26].[ClH:28], predict the reaction product. The product is: [ClH:28].[F:22][C:16]1[CH:17]=[CH:18][CH:19]=[C:20]([F:21])[C:15]=1[N:8]1[C:9]2[CH:14]=[CH:13][CH:12]=[CH:11][C:10]=2[N:6]([CH2:5][CH2:4][CH2:3][CH2:2][NH:27][CH2:25][CH3:26])[S:7]1(=[O:24])=[O:23]. (5) Given the reactants [C:1]1([S:7]([C:10]2[CH:11]=[C:12]([C:30]3[CH:31]=[N:32][NH:33][CH:34]=3)[C:13]3[O:22][C:21]4[CH2:20][CH2:19][N:18](C(OC(C)(C)C)=O)[CH2:17][C:16]=4[C:14]=3[CH:15]=2)(=[O:9])=[O:8])[CH:6]=[CH:5][CH:4]=[CH:3][CH:2]=1.[ClH:35], predict the reaction product. The product is: [ClH:35].[C:1]1([S:7]([C:10]2[CH:11]=[C:12]([C:30]3[CH:34]=[N:33][NH:32][CH:31]=3)[C:13]3[O:22][C:21]4[CH2:20][CH2:19][NH:18][CH2:17][C:16]=4[C:14]=3[CH:15]=2)(=[O:8])=[O:9])[CH:6]=[CH:5][CH:4]=[CH:3][CH:2]=1. (6) Given the reactants [Cl:1][C:2]1[N:7]=[C:6](S(C)(=O)=O)[N:5]=[C:4]([NH:12][CH:13]([CH3:15])[CH3:14])[C:3]=1[C:16]1[C:21]([F:22])=[CH:20][C:19]([F:23])=[CH:18][C:17]=1[F:24].O.[NH2:26][NH2:27], predict the reaction product. The product is: [Cl:1][C:2]1[N:7]=[C:6]([NH:26][NH2:27])[N:5]=[C:4]([NH:12][CH:13]([CH3:15])[CH3:14])[C:3]=1[C:16]1[C:21]([F:22])=[CH:20][C:19]([F:23])=[CH:18][C:17]=1[F:24]. (7) The product is: [Cl:1][C:2]1[CH:21]=[CH:20][C:19]([CH2:30][CH2:29][CH:28]=[O:31])=[CH:18][C:3]=1[C:4]([NH:6][CH2:7][C:8]12[CH2:17][CH:12]3[CH2:13][CH:14]([CH2:16][CH:10]([CH2:11]3)[CH2:9]1)[CH2:15]2)=[O:5]. Given the reactants [Cl:1][C:2]1[CH:21]=[CH:20][C:19](I)=[CH:18][C:3]=1[C:4]([NH:6][CH2:7][C:8]12[CH2:17][CH:12]3[CH2:13][CH:14]([CH2:16][CH:10]([CH2:11]3)[CH2:9]1)[CH2:15]2)=[O:5].C(=O)([O-])O.[Na+].[CH2:28]([OH:31])[CH:29]=[CH2:30], predict the reaction product. (8) Given the reactants F[C:2]1[CH:9]=[C:8]([C:10]2[CH:15]=[C:14]([N:16]3[C@H:21]([CH3:22])[CH2:20][O:19][C@H:18]([CH2:23][OH:24])[CH2:17]3)[N:13]=[C:12]([NH:25][CH3:26])[N:11]=2)[CH:7]=[CH:6][C:3]=1[C:4]#[N:5].O.[NH2:28][NH2:29], predict the reaction product. The product is: [NH2:5][C:4]1[C:3]2[C:2](=[CH:9][C:8]([C:10]3[N:11]=[C:12]([NH:25][CH3:26])[N:13]=[C:14]([N:16]4[C@H:21]([CH3:22])[CH2:20][O:19][C@H:18]([CH2:23][OH:24])[CH2:17]4)[CH:15]=3)=[CH:7][CH:6]=2)[NH:29][N:28]=1. (9) Given the reactants [F:1][C:2]([F:29])([F:28])[C@H:3]1[CH2:8][CH2:7][C@H:6]([NH:9][C:10](=[O:27])[C:11]2[CH:16]=[C:15]([NH2:17])[C:14]([NH:18][CH3:19])=[C:13]([CH3:20])[C:12]=2[N:21]2[CH2:26][CH:25]3[CH:23]([CH2:24]3)[CH2:22]2)[CH2:5][CH2:4]1.[Cl:30][C:31]1[C:44]([N:45]=[C:46]=S)=[C:43]([Cl:48])[CH:42]=[CH:41][C:32]=1[CH2:33][NH:34][C:35](=[O:40])[C:36]([CH3:39])([CH3:38])[CH3:37].CC(C)N=C=NC(C)C, predict the reaction product. The product is: [F:28][C:2]([F:1])([F:29])[C@H:3]1[CH2:8][CH2:7][C@H:6]([NH:9][C:10]([C:11]2[C:12]([N:21]3[CH2:26][CH:25]4[CH:23]([CH2:24]4)[CH2:22]3)=[C:13]([CH3:20])[C:14]3[N:18]([CH3:19])[C:46]([NH:45][C:44]4[C:43]([Cl:48])=[CH:42][CH:41]=[C:32]([CH2:33][NH:34][C:35](=[O:40])[C:36]([CH3:39])([CH3:38])[CH3:37])[C:31]=4[Cl:30])=[N:17][C:15]=3[CH:16]=2)=[O:27])[CH2:5][CH2:4]1.